Task: Predict the reaction yield, written as a fraction of the theoretical maximum amount of product (1.0 means a 100% yield; for example, 0.34 means a 34% yield).. Dataset: Reaction yield outcomes from USPTO patents with 853,638 reactions (1) The reactants are [O:1]1[C:5]2[CH:6]=[CH:7][CH:8]=[CH:9][C:4]=2[CH:3]=[C:2]1[C:10]([NH:12][C:13]1[CH:18]=[CH:17][C:16]([C:19]2[CH:20]=[C:21]([O:29][CH2:30][CH2:31][NH:32]C(=O)OC(C)(C)C)[CH:22]=[C:23]3[C:27]=2[CH2:26][NH:25][C:24]3=[O:28])=[CH:15][CH:14]=1)=[O:11].FC(F)(F)C(O)=O. The catalyst is C(Cl)Cl. The product is [NH2:32][CH2:31][CH2:30][O:29][C:21]1[CH:22]=[C:23]2[C:27]([CH2:26][NH:25][C:24]2=[O:28])=[C:19]([C:16]2[CH:17]=[CH:18][C:13]([NH:12][C:10]([C:2]3[O:1][C:5]4[CH:6]=[CH:7][CH:8]=[CH:9][C:4]=4[CH:3]=3)=[O:11])=[CH:14][CH:15]=2)[CH:20]=1. The yield is 0.730. (2) The yield is 0.880. The product is [O:22]=[C:16]1[CH:15]([N:14]2[C:4](=[O:12])[C:3]3[C:7](=[CH:8][CH:9]=[CH:10][C:2]=3[OH:1])[C:6]2=[O:11])[CH2:20][CH2:19][C:18](=[O:21])[NH:17]1. The catalyst is N1C=CC=CC=1. The reactants are [OH:1][C:2]1[CH:10]=[CH:9][CH:8]=[C:7]2[C:3]=1[C:4](=[O:12])O[C:6]2=[O:11].Cl.[NH2:14][CH:15]1[CH2:20][CH2:19][C:18](=[O:21])[NH:17][C:16]1=[O:22]. (3) The reactants are Cl.[Cl:2][C:3]1[CH:4]=[C:5]([N:10]2[C:15](=[O:16])[CH:14]=[C:13]([O:17][CH:18]3[CH2:23][CH2:22][NH:21][CH2:20][CH2:19]3)[C:12]([C:24]#[N:25])=[N:11]2)[CH:6]=[CH:7][C:8]=1[Cl:9].CCN(C(C)C)C(C)C.Cl[C:36]1[N:41]=[CH:40][C:39]([CH:42]2[CH2:44][CH2:43]2)=[CH:38][N:37]=1.CCOC(C)=O. The catalyst is CN1C(=O)CCC1. The product is [CH:42]1([C:39]2[CH:38]=[N:37][C:36]([N:21]3[CH2:20][CH2:19][CH:18]([O:17][C:13]4[C:12]([C:24]#[N:25])=[N:11][N:10]([C:5]5[CH:6]=[CH:7][C:8]([Cl:9])=[C:3]([Cl:2])[CH:4]=5)[C:15](=[O:16])[CH:14]=4)[CH2:23][CH2:22]3)=[N:41][CH:40]=2)[CH2:44][CH2:43]1. The yield is 0.388. (4) The yield is 0.0600. The product is [CH3:2][C:3]1[C:7]([CH2:8][N:9]2[CH:13]=[C:12]([NH:14][C:25]([C:23]3[CH:22]=[CH:21][C:20]4[O:16][CH2:17][O:18][C:19]=4[CH:24]=3)=[O:26])[CH:11]=[N:10]2)=[C:6]([CH3:15])[O:5][N:4]=1. The reactants are Cl.[CH3:2][C:3]1[C:7]([CH2:8][N:9]2[CH:13]=[C:12]([NH2:14])[CH:11]=[N:10]2)=[C:6]([CH3:15])[O:5][N:4]=1.[O:16]1[C:20]2[CH:21]=[CH:22][C:23]([C:25](O)=[O:26])=[CH:24][C:19]=2[O:18][CH2:17]1.OC1C2N=NNC=2C=CC=1.C(O)C(N)(CO)CO. The catalyst is CN(C)C=O.C(#N)C. (5) The product is [NH2:14][C:9]1[CH:10]=[CH:11][CH:12]=[CH:13][C:8]=1[S:5]([NH:4][CH:1]1[CH2:3][CH2:2]1)(=[O:7])=[O:6]. The reactants are [CH:1]1([NH:4][S:5]([C:8]2[CH:13]=[CH:12][CH:11]=[CH:10][C:9]=2[N+:14]([O-])=O)(=[O:7])=[O:6])[CH2:3][CH2:2]1.Cl. The catalyst is CCO.[Pd]. The yield is 0.840. (6) The reactants are C([C@H]1COC(C2C=CC=CN=2)=N1)(C)(C)C.[NH4+].F[P-](F)(F)(F)(F)F.[F:24][C:25]1[CH:26]=[C:27](B(O)O)[CH:28]=[CH:29][C:30]=1[C:31]([O:33][CH3:34])=[O:32].[CH3:38][O:39][C:40]1[CH:49]=[C:48]2[C:43]([C:44](=[O:50])[CH:45]=[CH:46][O:47]2)=[CH:42][CH:41]=1.O. The catalyst is ClC(Cl)C.FC(F)(F)C(O[Pd]OC(=O)C(F)(F)F)=O. The product is [F:24][C:25]1[CH:26]=[C:27]([C@H:46]2[CH2:45][C:44](=[O:50])[C:43]3[C:48](=[CH:49][C:40]([O:39][CH3:38])=[CH:41][CH:42]=3)[O:47]2)[CH:28]=[CH:29][C:30]=1[C:31]([O:33][CH3:34])=[O:32]. The yield is 0.282. (7) The reactants are [C:1]([O:4][C@H:5]([C:45]1[CH:50]=[CH:49][C:48]([F:51])=[CH:47][CH:46]=1)[CH2:6][CH2:7][C@H:8]1[C:11](=[O:12])[N:10]([C:13]2[CH:18]=[CH:17][C:16]([C:19]#[C:20][Si](C)(C)C)=[CH:15][CH:14]=2)[C@@H:9]1[C:25]1[CH:30]=[CH:29][C:28]([C:31]#[C:32][C:33]([CH2:40][O:41][C:42](=[O:44])[CH3:43])([OH:39])[CH2:34][O:35][C:36](=[O:38])[CH3:37])=[CH:27][CH:26]=1)(=[O:3])[CH3:2].[F-].C([N+](CCCC)(CCCC)CCCC)CCC. The catalyst is C1COCC1.O. The product is [C:1]([O:4][C@H:5]([C:45]1[CH:50]=[CH:49][C:48]([F:51])=[CH:47][CH:46]=1)[CH2:6][CH2:7][C@H:8]1[C:11](=[O:12])[N:10]([C:13]2[CH:14]=[CH:15][C:16]([C:19]#[CH:20])=[CH:17][CH:18]=2)[C@@H:9]1[C:25]1[CH:30]=[CH:29][C:28]([C:31]#[C:32][C:33]([CH2:40][O:41][C:42](=[O:44])[CH3:43])([OH:39])[CH2:34][O:35][C:36](=[O:38])[CH3:37])=[CH:27][CH:26]=1)(=[O:3])[CH3:2]. The yield is 0.450. (8) The reactants are [C:1]([O:5][C:6]([N:8]1[CH2:13][CH2:12][N:11]([C:14]2[C:19]([CH3:20])=[CH:18][N:17]=[C:16]([NH:21][C:22]3[CH:30]=[CH:29][C:25]([C:26]([OH:28])=O)=[CH:24][C:23]=3[N+:31]([O-:33])=[O:32])[N:15]=2)[CH2:10][CH2:9]1)=[O:7])([CH3:4])([CH3:3])[CH3:2].[CH3:34][N:35]1[CH2:40][CH2:39][CH:38]([NH2:41])[CH2:37][CH2:36]1.CN(C(ON1N=NC2C=CC=NC1=2)=[N+](C)C)C.F[P-](F)(F)(F)(F)F.CCN(C(C)C)C(C)C. The catalyst is CN(C=O)C.CCOC(C)=O. The product is [CH3:20][C:19]1[C:14]([N:11]2[CH2:10][CH2:9][N:8]([C:6]([O:5][C:1]([CH3:2])([CH3:3])[CH3:4])=[O:7])[CH2:13][CH2:12]2)=[N:15][C:16]([NH:21][C:22]2[CH:30]=[CH:29][C:25]([C:26](=[O:28])[NH:41][CH:38]3[CH2:39][CH2:40][N:35]([CH3:34])[CH2:36][CH2:37]3)=[CH:24][C:23]=2[N+:31]([O-:33])=[O:32])=[N:17][CH:18]=1. The yield is 0.800. (9) The reactants are [F:1][C:2]1[C:7]([CH2:8]O)=[CH:6][CH:5]=[CH:4][N:3]=1.C1(P(C2C=CC=CC=2)C2C=CC=CC=2)C=CC=CC=1.C(Br)(Br)(Br)[Br:30]. The catalyst is C(Cl)Cl. The product is [Br:30][CH2:8][C:7]1[C:2]([F:1])=[N:3][CH:4]=[CH:5][CH:6]=1. The yield is 1.00. (10) The reactants are [Br:1][C:2]1[CH:7]=[CH:6][C:5]([CH:8]([C:17]2[CH:22]=[CH:21][CH:20]=[C:19]([O:23][CH3:24])[CH:18]=2)[CH2:9][N:10]2[C:14](=[O:15])[CH2:13][CH2:12][C:11]2=[O:16])=[CH:4][CH:3]=1.[BH4-].[Na+].O1CCO[CH2:29][CH2:28]1. The catalyst is C(O)C. The product is [Br:1][C:2]1[CH:3]=[CH:4][C:5]([CH:8]([C:17]2[CH:22]=[CH:21][CH:20]=[C:19]([O:23][CH3:24])[CH:18]=2)[CH2:9][N:10]2[CH:11]([O:16][CH2:28][CH3:29])[CH2:12][CH2:13][C:14]2=[O:15])=[CH:6][CH:7]=1. The yield is 0.760.